From a dataset of Reaction yield outcomes from USPTO patents with 853,638 reactions. Predict the reaction yield, written as a fraction of the theoretical maximum amount of product (1.0 means a 100% yield; for example, 0.34 means a 34% yield). (1) The reactants are [H-].[Na+].[Br:3][C:4]1[CH:5]=[C:6]([OH:10])[CH:7]=[CH:8][CH:9]=1.Br[C:12]1[CH:13]=[N:14][CH:15]=[N:16][CH:17]=1.O. The catalyst is CN(C=O)C.C(OCC)(=O)C. The product is [Br:3][C:4]1[CH:5]=[C:6]([CH:7]=[CH:8][CH:9]=1)[O:10][C:12]1[CH:13]=[N:14][CH:15]=[N:16][CH:17]=1. The yield is 0.520. (2) The reactants are C([NH:5][S:6]([C:9]1[CH:41]=[CH:40][C:12]2[N:13]([C:18]3[CH:23]=[CH:22][C:21]([CH2:24][CH2:25][NH:26][C:27]([NH:29][S:30]([C:33]4[CH:38]=[CH:37][C:36]([CH3:39])=[CH:35][CH:34]=4)(=[O:32])=[O:31])=[O:28])=[CH:20][CH:19]=3)[C:14]([CH2:16][CH3:17])=[N:15][C:11]=2[CH:10]=1)(=[O:8])=[O:7])(C)(C)C. The catalyst is FC(F)(F)C(O)=O. The product is [NH2:5][S:6]([C:9]1[CH:41]=[CH:40][C:12]2[N:13]([C:18]3[CH:23]=[CH:22][C:21]([CH2:24][CH2:25][NH:26][C:27]([NH:29][S:30]([C:33]4[CH:34]=[CH:35][C:36]([CH3:39])=[CH:37][CH:38]=4)(=[O:32])=[O:31])=[O:28])=[CH:20][CH:19]=3)[C:14]([CH2:16][CH3:17])=[N:15][C:11]=2[CH:10]=1)(=[O:7])=[O:8]. The yield is 0.730.